Dataset: Catalyst prediction with 721,799 reactions and 888 catalyst types from USPTO. Task: Predict which catalyst facilitates the given reaction. The catalyst class is: 1. Product: [Br:1][C:2]1[CH:10]=[CH:9][C:8]([C:11]([OH:13])=[O:12])=[C:7]2[C:3]=1[CH:4]=[C:5]([C:25]1[CH2:26][N:27]([C:30]([O:32][C:33]([CH3:36])([CH3:35])[CH3:34])=[O:31])[CH2:28][CH:29]=1)[NH:6]2. Reactant: [Br:1][C:2]1[CH:10]=[CH:9][C:8]([C:11]([O:13]C)=[O:12])=[C:7]2[C:3]=1[CH:4]=[C:5]([C:25]1[CH2:26][N:27]([C:30]([O:32][C:33]([CH3:36])([CH3:35])[CH3:34])=[O:31])[CH2:28][CH:29]=1)[N:6]2S(C1C=CC(C)=CC=1)(=O)=O.CO.O.O[Li].O.